Dataset: Reaction yield outcomes from USPTO patents with 853,638 reactions. Task: Predict the reaction yield, written as a fraction of the theoretical maximum amount of product (1.0 means a 100% yield; for example, 0.34 means a 34% yield). (1) The reactants are COC(OC)[N:4]([CH3:6])C.[F:9][C:10]1[CH:15]=[CH:14][C:13]([C:16]2[N:17]=[C:18]([CH:28]([CH3:30])[CH3:29])[NH:19][C:20]=2[C:21]2[CH:26]=[CH:25][CH:24]=[C:23]([CH3:27])[N:22]=2)=[CH:12][C:11]=1[C:31](=O)[CH3:32].[CH3:34][NH:35]N. The catalyst is C(O)(=O)C. The product is [F:9][C:10]1[CH:15]=[CH:14][C:13]([C:16]2[N:17]=[C:18]([CH:28]([CH3:30])[CH3:29])[NH:19][C:20]=2[C:21]2[CH:26]=[CH:25][CH:24]=[C:23]([CH3:27])[N:22]=2)=[CH:12][C:11]=1[C:31]1[N:4]([CH3:6])[N:35]=[CH:34][CH:32]=1. The yield is 0.230. (2) The reactants are [Br:1][C:2]1[C:3](O[C:6](=[O:8])[CH:7]=1)=[O:4].[CH3:9][NH2:10].C1COCC1.C([O-])(=O)C.[Na+]. The catalyst is C(OCC)C. The product is [CH3:9][N:10]1[C:6](=[O:8])[CH:7]=[C:2]([Br:1])[C:3]1=[O:4]. The yield is 0.730. (3) The reactants are [NH2:1][C:2]1[C:7]([N+:8]([O-:10])=[O:9])=[CH:6][CH:5]=[CH:4][C:3]=1[OH:11].[C:12]([O-])([O-])=O.[K+].[K+].CI.O. The yield is 0.900. The catalyst is CN(C=O)C. The product is [CH3:12][O:11][C:3]1[CH:4]=[CH:5][CH:6]=[C:7]([N+:8]([O-:10])=[O:9])[C:2]=1[NH2:1]. (4) The reactants are [CH3:1][C:2]1([CH3:9])[O:6][C@H:5]([CH2:7][OH:8])[CH2:4][O:3]1.C1(P(C2C=CC=CC=2)C2C=CC=CC=2)C=CC=CC=1.O[N:30]1[C:34](=[O:35])[C:33]2=[CH:36][CH:37]=[CH:38][CH:39]=[C:32]2[C:31]1=[O:40].CCOC(/N=N/C(OCC)=O)=O. The catalyst is C1COCC1. The product is [CH3:1][C:2]1([CH3:9])[O:6][C@@H:5]([CH2:7][O:8][N:30]2[C:34](=[O:35])[C:33]3[C:32](=[CH:39][CH:38]=[CH:37][CH:36]=3)[C:31]2=[O:40])[CH2:4][O:3]1. The yield is 0.686. (5) The reactants are Br[CH:2]1[C:8](=O)[CH2:7][CH2:6][C:5]2[CH:10]=[C:11]([N:14]3[CH2:18][C@H:17]([CH2:19][NH:20][C:21](=[O:23])[CH3:22])[O:16][C:15]3=[O:24])[CH:12]=[CH:13][C:4]=2[CH2:3]1.[C:25]([NH2:28])(=[S:27])[CH3:26].C(=O)(O)[O-].[Na+]. The catalyst is C(O)C. The product is [CH3:26][C:25]1[S:27][C:2]2[CH2:3][C:4]3[CH:13]=[CH:12][C:11]([N:14]4[CH2:18][C@H:17]([CH2:19][NH:20][C:21](=[O:23])[CH3:22])[O:16][C:15]4=[O:24])=[CH:10][C:5]=3[CH2:6][CH2:7][C:8]=2[N:28]=1. The yield is 0.280. (6) The reactants are [NH2:1][C:2]1[N:3]=[CH:4][C:5]([C:8]2[C:13]([F:14])=[CH:12][C:11]([C:15]3[CH:20]=[CH:19][CH:18]=[CH:17][C:16]=3[O:21][CH2:22][C:23]([O:25]C)=[O:24])=[CH:10][CH:9]=2)=[N:6][CH:7]=1.O[Li].O.O. The catalyst is C1COCC1. The product is [NH2:1][C:2]1[N:3]=[CH:4][C:5]([C:8]2[CH:9]=[CH:10][C:11]([C:15]3[CH:20]=[CH:19][CH:18]=[CH:17][C:16]=3[O:21][CH2:22][C:23]([OH:25])=[O:24])=[CH:12][C:13]=2[F:14])=[N:6][CH:7]=1. The yield is 0.950. (7) The reactants are [OH:1][C:2]1[C:3]([CH3:11])=[C:4]([CH:8]=[CH:9][CH:10]=1)[C:5]([OH:7])=[O:6].[H-].[Na+].[CH2:14](Br)[C:15]1[CH:20]=[CH:19][CH:18]=[CH:17][CH:16]=1.O. The catalyst is O1CCCC1.CN(C)C=O. The product is [CH2:14]([O:1][C:2]1[C:3]([CH3:11])=[C:4]([CH:8]=[CH:9][CH:10]=1)[C:5]([OH:7])=[O:6])[C:15]1[CH:20]=[CH:19][CH:18]=[CH:17][CH:16]=1. The yield is 0.730. (8) The reactants are [CH3:1][CH:2]1[N:15]2[C:6]([CH2:7][O:8][C:9]3[C:14]2=[CH:13][C:12]([N+:16]([O-])=O)=[CH:11][CH:10]=3)=[N:5][NH:4][C:3]1=[O:19].[Cl-].[NH4+]. The catalyst is CO.[Zn]. The product is [NH2:16][C:12]1[CH:13]=[C:14]2[C:9](=[CH:10][CH:11]=1)[O:8][CH2:7][C:6]1[N:15]2[CH:2]([CH3:1])[C:3](=[O:19])[NH:4][N:5]=1. The yield is 0.770. (9) The reactants are [Cl:1][C:2]1[CH:9]=[C:8](F)[CH:7]=[CH:6][C:3]=1[C:4]#[N:5].[Cl:11][C:12]1[CH:17]=[CH:16][CH:15]=[CH:14][C:13]=1[OH:18].C(=O)([O-])[O-].[K+].[K+]. The yield is 0.600. The catalyst is CS(C)=O. The product is [Cl:1][C:2]1[CH:9]=[C:8]([O:18][C:13]2[CH:14]=[CH:15][CH:16]=[CH:17][C:12]=2[Cl:11])[CH:7]=[CH:6][C:3]=1[C:4]#[N:5].